This data is from Peptide-MHC class II binding affinity with 134,281 pairs from IEDB. The task is: Regression. Given a peptide amino acid sequence and an MHC pseudo amino acid sequence, predict their binding affinity value. This is MHC class II binding data. (1) The peptide sequence is QYVRLHEMSYDGV. The MHC is HLA-DQA10101-DQB10501 with pseudo-sequence HLA-DQA10101-DQB10501. The binding affinity (normalized) is 0.132. (2) The peptide sequence is SQDLELSWNPNGLQAY. The MHC is DRB1_1302 with pseudo-sequence DRB1_1302. The binding affinity (normalized) is 0.704. (3) The peptide sequence is LWTQSLRRELSGYCS. The MHC is DRB1_0301 with pseudo-sequence DRB1_0301. The binding affinity (normalized) is 0.345. (4) The peptide sequence is CFKVAATAANAAPAN. The MHC is DRB1_0401 with pseudo-sequence DRB1_0401. The binding affinity (normalized) is 0.556. (5) The peptide sequence is TLWQRPIVTIKIGGQLKEAL. The MHC is HLA-DPA10103-DPB10401 with pseudo-sequence HLA-DPA10103-DPB10401. The binding affinity (normalized) is 0.160. (6) The peptide sequence is VSSKRNLADAVSKAP. The MHC is DRB3_0202 with pseudo-sequence DRB3_0202. The binding affinity (normalized) is 0.317. (7) The peptide sequence is LIEKINAGFKAAVAA. The MHC is HLA-DPA10201-DPB11401 with pseudo-sequence HLA-DPA10201-DPB11401. The binding affinity (normalized) is 0.280. (8) The peptide sequence is PTHRHLKGEACPLPH. The MHC is H-2-IAb with pseudo-sequence H-2-IAb. The binding affinity (normalized) is 0.0403. (9) The peptide sequence is YEALIKLLPFSKRIR. The MHC is DRB1_0802 with pseudo-sequence DRB1_0802. The binding affinity (normalized) is 0.520.